Dataset: Reaction yield outcomes from USPTO patents with 853,638 reactions. Task: Predict the reaction yield, written as a fraction of the theoretical maximum amount of product (1.0 means a 100% yield; for example, 0.34 means a 34% yield). (1) The reactants are [NH:1]1[C:9]2[C:4](=[CH:5][CH:6]=[CH:7][CH:8]=2)[C:3]2([C:21]3[C:12](=[CH:13][C:14]4[O:19][CH2:18][CH2:17][O:16][C:15]=4[CH:20]=3)[O:11][CH2:10]2)[C:2]1=[O:22].Br[CH2:24][C:25]1[N:35]=[CH:34][CH:33]=[CH:32][C:26]=1[C:27]([O:29][CH2:30][CH3:31])=[O:28].C(=O)([O-])[O-].[Cs+].[Cs+].[I-].[K+]. The catalyst is CN(C)C=O. The product is [O:22]=[C:2]1[C:3]2([C:21]3[C:12](=[CH:13][C:14]4[O:19][CH2:18][CH2:17][O:16][C:15]=4[CH:20]=3)[O:11][CH2:10]2)[C:4]2[C:9](=[CH:8][CH:7]=[CH:6][CH:5]=2)[N:1]1[CH2:24][C:25]1[C:26]([C:27]([O:29][CH2:30][CH3:31])=[O:28])=[CH:32][CH:33]=[CH:34][N:35]=1. The yield is 0.790. (2) The reactants are [C:1]([O:5][C:6](=[O:21])[N:7]([CH2:19][CH3:20])[C:8]1[S:12][C:11]([C:13]2[CH:14]=[N:15][CH:16]=[CH:17][CH:18]=2)=[N:10][CH:9]=1)([CH3:4])([CH3:3])[CH3:2].[Cl:22]N1C(=O)CCC1=O. The catalyst is C(#N)C. The product is [C:1]([O:5][C:6](=[O:21])[N:7]([C:8]1[S:12][C:11]([C:13]2[CH:14]=[N:15][CH:16]=[CH:17][CH:18]=2)=[N:10][C:9]=1[Cl:22])[CH2:19][CH3:20])([CH3:4])([CH3:3])[CH3:2]. The yield is 0.670. (3) The reactants are [S:1]([C:5]1[CH:6]=[C:7]([CH:11]=[CH:12][CH:13]=1)[C:8]([OH:10])=[O:9])(=[O:4])(=[O:3])[NH2:2].S(=O)(=O)(O)O.[CH3:19]O. No catalyst specified. The product is [S:1]([C:5]1[CH:6]=[C:7]([CH:11]=[CH:12][CH:13]=1)[C:8]([O:10][CH3:19])=[O:9])(=[O:3])(=[O:4])[NH2:2]. The yield is 0.702. (4) The reactants are [Br:1][C:2]1[C:11]2[C:6](=[CH:7][CH:8]=[C:9]([O:12][CH3:13])[N:10]=2)[N:5]=[CH:4][C:3]=1[NH2:14].[F:15][B-:16]([F:19])([F:18])[F:17].[N:20]#[O+]. The catalyst is C1COCC1. The product is [F:15][B-:16]([F:19])([F:18])[F:17].[Br:1][C:2]1[C:11]2[C:6](=[CH:7][CH:8]=[C:9]([O:12][CH3:13])[N:10]=2)[N:5]=[CH:4][C:3]=1[N+:14]#[N:20]. The yield is 0.900. (5) The reactants are [C:1]1([CH:7]([NH:9][C:10]2[CH:11]=[C:12]([N:22]3[CH2:27][CH2:26][N:25](C(OC(C)(C)C)=O)[CH2:24][CH2:23]3)[CH:13]=[CH:14][C:15]=2[C:16](=[O:21])[C:17]([F:20])([F:19])[F:18])[CH3:8])[CH:6]=[CH:5][CH:4]=[CH:3][CH:2]=1.[ClH:35]. The catalyst is ClCCl.C(OCC)C. The product is [ClH:35].[C:1]1([C@H:7]([NH:9][C:10]2[CH:11]=[C:12]([N:22]3[CH2:23][CH2:24][NH:25][CH2:26][CH2:27]3)[CH:13]=[CH:14][C:15]=2[C:16](=[O:21])[C:17]([F:20])([F:18])[F:19])[CH3:8])[CH:6]=[CH:5][CH:4]=[CH:3][CH:2]=1. The yield is 0.720. (6) The reactants are C([O:5][C:6]([N:8]1[CH2:12][CH2:11][CH2:10][CH:9]1[C:13]1[NH:14][C:15]([C:18]2[CH:27]=[CH:26][C:25]3[C:20](=[CH:21][CH:22]=[C:23]([C:28]4[CH:33]=[CH:32][C:31]([C:34]5[NH:35][C:36]([CH:39]6[CH2:43][CH2:42][CH2:41][N:40]6C(OC(C)(C)C)=O)=[N:37][CH:38]=5)=[CH:30][CH:29]=4)[CH:24]=3)[CH:19]=2)=[CH:16][N:17]=1)=O)(C)(C)C.Cl.[OH-].[Na+].[CH3:54][O:55][C:56]([NH:58][C@H:59]([C:63]1[CH:68]=[CH:67][CH:66]=[CH:65][CH:64]=1)[C:60]([OH:62])=O)=[O:57].CCOP(O[N:78]1N=N[C:82]2[CH:83]=[CH:84][CH:85]=[CH:86][C:81]=2[C:79]1=O)(OCC)=O.[C:89]([O-:92])(O)=[O:90].[Na+].[CH3:94]O. The catalyst is CN(C=O)C. The product is [CH3:54][O:55][C:56](=[O:57])[NH:58][CH:59]([C:63]1[CH:68]=[CH:67][CH:66]=[CH:65][CH:64]=1)[C:60]([N:40]1[CH2:41][CH2:42][CH2:43][CH:39]1[C:36]1[NH:35][C:34]([C:31]2[CH:32]=[CH:33][C:28]([C:23]3[CH:22]=[CH:21][C:20]4[C:25](=[CH:26][CH:27]=[C:18]([C:15]5[NH:14][C:13]([CH:9]6[CH2:10][CH2:11][CH2:12][N:8]6[C:6](=[O:5])[CH:79]([NH:78][C:89]([O:92][CH3:94])=[O:90])[C:81]6[CH:82]=[CH:83][CH:84]=[CH:85][CH:86]=6)=[N:17][CH:16]=5)[CH:19]=4)[CH:24]=3)=[CH:29][CH:30]=2)=[CH:38][N:37]=1)=[O:62]. The yield is 0.490. (7) The reactants are [F:1][C:2]1[CH:25]=[CH:24][C:5]([CH2:6][CH2:7][C@H:8]2[CH2:13][C@@H:12]([C:14]3[O:18][NH:17][C:16](=[O:19])[CH:15]=3)[CH2:11][CH2:10][N:9]2[C:20]([O:22][CH3:23])=[O:21])=[CH:4][CH:3]=1.CCCCCCC.CC(O)C. The catalyst is C(#N)C. The product is [F:1][C:2]1[CH:25]=[CH:24][C:5]([CH2:6][CH2:7][C@H:8]2[CH2:13][C@@H:12]([C:14]3[O:18][NH:17][C:16](=[O:19])[CH:15]=3)[CH2:11][CH2:10][N:9]2[C:20]([O:22][CH3:23])=[O:21])=[CH:4][CH:3]=1.[F:1][C:2]1[CH:25]=[CH:24][C:5]([CH2:6][CH2:7][C@@H:8]2[CH2:13][C@H:12]([C:14]3[O:18][NH:17][C:16](=[O:19])[CH:15]=3)[CH2:11][CH2:10][N:9]2[C:20]([O:22][CH3:23])=[O:21])=[CH:4][CH:3]=1. The yield is 0.420.